Dataset: Full USPTO retrosynthesis dataset with 1.9M reactions from patents (1976-2016). Task: Predict the reactants needed to synthesize the given product. (1) Given the product [F:10][CH:9]([F:11])[O:8][C:6]1[CH:5]=[CH:4][C:3]([F:12])=[C:2]([B:13]2[O:17][C:16]([CH3:19])([CH3:18])[C:15]([CH3:21])([CH3:20])[O:14]2)[CH:7]=1, predict the reactants needed to synthesize it. The reactants are: Br[C:2]1[CH:7]=[C:6]([O:8][CH:9]([F:11])[F:10])[CH:5]=[CH:4][C:3]=1[F:12].[B:13]1([B:13]2[O:17][C:16]([CH3:19])([CH3:18])[C:15]([CH3:21])([CH3:20])[O:14]2)[O:17][C:16]([CH3:19])([CH3:18])[C:15]([CH3:21])([CH3:20])[O:14]1.C([O-])(=O)C.[K+]. (2) Given the product [CH3:9][C:4]1[C:3]2[C:10]([C:12]3[CH:17]=[CH:16][CH:15]=[CH:14][CH:13]=3)=[N:19][NH:20][C:2]=2[CH:7]=[C:6]([CH3:8])[N:5]=1, predict the reactants needed to synthesize it. The reactants are: Cl[C:2]1[CH:7]=[C:6]([CH3:8])[N:5]=[C:4]([CH3:9])[C:3]=1[C:10]([C:12]1[CH:17]=[CH:16][CH:15]=[CH:14][CH:13]=1)=O.O.[NH2:19][NH2:20].